Dataset: Forward reaction prediction with 1.9M reactions from USPTO patents (1976-2016). Task: Predict the product of the given reaction. (1) Given the reactants [N:1]([CH2:4][CH2:5][CH2:6][CH2:7][CH2:8][CH2:9][CH2:10][O:11][C:12]1[CH:17]=[CH:16][C:15]([Cl:18])=[CH:14][CH:13]=1)=[N+]=[N-], predict the reaction product. The product is: [Cl:18][C:15]1[CH:16]=[CH:17][C:12]([O:11][CH2:10][CH2:9][CH2:8][CH2:7][CH2:6][CH2:5][CH2:4][NH2:1])=[CH:13][CH:14]=1. (2) The product is: [CH3:1][O:2][C:3]1[CH:4]=[C:5]([CH:9]=[C:10]2[O:15][CH2:14][CH2:13][O:12][C:11]=12)[C:6]([N:42]1[CH2:43][CH2:44][C:40]([CH2:39][CH2:38][N:34]2[CH2:35][CH2:36][CH2:37][N:31]([C:23]3[N:22]([CH2:21][CH2:20][O:19][CH2:17][CH3:18])[C:26]4[CH:27]=[CH:28][CH:29]=[CH:30][C:25]=4[N:24]=3)[CH2:32][CH2:33]2)([C:45]2[CH:50]=[CH:49][CH:48]=[CH:47][CH:46]=2)[CH2:41]1)=[O:8]. Given the reactants [CH3:1][O:2][C:3]1[CH:4]=[C:5]([CH:9]=[C:10]2[O:15][CH2:14][CH2:13][O:12][C:11]=12)[C:6]([OH:8])=O.Cl.[CH2:17]([O:19][CH2:20][CH2:21][N:22]1[C:26]2[CH:27]=[CH:28][CH:29]=[CH:30][C:25]=2[N:24]=[C:23]1[N:31]1[CH2:37][CH2:36][CH2:35][N:34]([CH2:38][CH2:39][C:40]2([C:45]3[CH:50]=[CH:49][CH:48]=[CH:47][CH:46]=3)[CH2:44][CH2:43][NH:42][CH2:41]2)[CH2:33][CH2:32]1)[CH3:18], predict the reaction product. (3) Given the reactants [CH3:1][C:2]1[CH:3]=[C:4]([CH:8]=[CH:9][C:10]=1[C:11]([N:13]1[CH2:17][CH2:16][CH2:15][CH2:14]1)=[O:12])[C:5]([OH:7])=O.CN(C(ON1N=NC2C=CC=CC1=2)=[N+](C)C)C.[B-](F)(F)(F)F.C(N(C(C)C)CC)(C)C.[CH2:49]([O:56][C:57]([CH2:59][CH2:60][C@H:61]([NH2:72])[C:62]1[NH:66][C:65]2[CH:67]=[CH:68][C:69]([Cl:71])=[CH:70][C:64]=2[N:63]=1)=[O:58])[C:50]1[CH:55]=[CH:54][CH:53]=[CH:52][CH:51]=1.ClCl, predict the reaction product. The product is: [CH2:49]([O:56][C:57]([CH2:59][CH2:60][C@H:61]([NH:72][C:5](=[O:7])[C:4]1[CH:8]=[CH:9][C:10]([C:11]([N:13]2[CH2:17][CH2:16][CH2:15][CH2:14]2)=[O:12])=[C:2]([CH3:1])[CH:3]=1)[C:62]1[NH:66][C:65]2[CH:67]=[CH:68][C:69]([Cl:71])=[CH:70][C:64]=2[N:63]=1)=[O:58])[C:50]1[CH:51]=[CH:52][CH:53]=[CH:54][CH:55]=1. (4) Given the reactants [C:1]([C:4]1[CH:5]=[C:6]([NH:11][CH:12]([C:16]2[CH:21]=[CH:20][C:19]([O:22][CH3:23])=[C:18]([O:24][CH3:25])[CH:17]=2)[C:13]([OH:15])=[O:14])[CH:7]=[C:8](C)[CH:9]=1)(=[O:3])[NH2:2].NC1C=C(C=C([F:36])C=1)C(N)=O.COC1C=C(B(O)O)C=CC=1OC.O.C(O)(=O)C=O, predict the reaction product. The product is: [C:1]([C:4]1[CH:5]=[C:6]([NH:11][CH:12]([C:16]2[CH:21]=[CH:20][C:19]([O:22][CH3:23])=[C:18]([O:24][CH3:25])[CH:17]=2)[C:13]([OH:15])=[O:14])[CH:7]=[C:8]([F:36])[CH:9]=1)(=[O:3])[NH2:2]. (5) Given the reactants [Cl:1][C:2]1[CH:10]=[C:6]([C:7]([OH:9])=[O:8])[C:5]([OH:11])=[CH:4][CH:3]=1.[C:12](OC(=O)C)(=[O:14])[CH3:13], predict the reaction product. The product is: [C:12]([O:8][C:7](=[O:9])[C:6]1[C:5](=[CH:4][CH:3]=[C:2]([Cl:1])[CH:10]=1)[OH:11])(=[O:14])[CH3:13].